From a dataset of Peptide-MHC class I binding affinity with 185,985 pairs from IEDB/IMGT. Regression. Given a peptide amino acid sequence and an MHC pseudo amino acid sequence, predict their binding affinity value. This is MHC class I binding data. (1) The peptide sequence is WIMLLQFAY. The MHC is HLA-A03:01 with pseudo-sequence HLA-A03:01. The binding affinity (normalized) is 0.231. (2) The peptide sequence is LTCQILRLV. The MHC is Mamu-A01 with pseudo-sequence Mamu-A01. The binding affinity (normalized) is 0.494. (3) The peptide sequence is TDTPLDLA. The MHC is Mamu-B01 with pseudo-sequence Mamu-B01. The binding affinity (normalized) is 0.